From a dataset of Full USPTO retrosynthesis dataset with 1.9M reactions from patents (1976-2016). Predict the reactants needed to synthesize the given product. Given the product [CH2:22]([O:21][P:19]([C:18]1[CH:17]=[CH:16][S:15][C:14]=1[C:11]1[S:12][C:13]([C:35]2[S:34][CH:33]=[C:37]([P:38]([O:40][CH2:41][CH3:42])([O:43][CH2:44][CH3:45])=[O:39])[CH:36]=2)=[C:9]([P:4]([O:6][CH2:7][CH3:8])([O:3][CH2:1][CH3:2])=[O:5])[CH:10]=1)([O:24][CH2:25][CH3:26])=[O:20])[CH3:23], predict the reactants needed to synthesize it. The reactants are: [CH2:1]([O:3][P:4]([C:9]1[CH:10]=[C:11]([C:14]2[S:15][C:16](I)=[CH:17][C:18]=2[P:19]([O:24][CH2:25][CH3:26])([O:21][CH2:22][CH3:23])=[O:20])[S:12][CH:13]=1)([O:6][CH2:7][CH3:8])=[O:5])[CH3:2].C([Sn](CCCC)(CCCC)[C:33]1[S:34][CH:35]=[CH:36][C:37]=1[P:38]([O:43][CH2:44][CH3:45])([O:40][CH2:41][CH3:42])=[O:39])CCC.[Cu]C#N.[F-].[K+].